From a dataset of Peptide-MHC class I binding affinity with 185,985 pairs from IEDB/IMGT. Regression. Given a peptide amino acid sequence and an MHC pseudo amino acid sequence, predict their binding affinity value. This is MHC class I binding data. The binding affinity (normalized) is 0.174. The peptide sequence is SVDIETAIRA. The MHC is HLA-A02:03 with pseudo-sequence HLA-A02:03.